Dataset: Full USPTO retrosynthesis dataset with 1.9M reactions from patents (1976-2016). Task: Predict the reactants needed to synthesize the given product. (1) Given the product [Br:1][C:2]1[C:3]([NH:20][CH:17]2[CH2:18][CH2:19][N:14]([S:11]([CH3:10])(=[O:13])=[O:12])[CH2:15][CH2:16]2)=[N:4][C:5]([Cl:8])=[N:6][CH:7]=1, predict the reactants needed to synthesize it. The reactants are: [Br:1][C:2]1[C:3](Cl)=[N:4][C:5]([Cl:8])=[N:6][CH:7]=1.[CH3:10][S:11]([N:14]1[CH2:19][CH2:18][CH:17]([NH2:20])[CH2:16][CH2:15]1)(=[O:13])=[O:12].CCN(C(C)C)C(C)C. (2) Given the product [Cl:79][C:21]1[CH:20]=[C:5]([CH:4]=[C:3]([C:1]#[N:2])[CH:22]=1)[O:6][C:7]1[C:8]([F:19])=[C:9]([CH2:15][C:16]([OH:18])=[O:17])[CH:10]=[CH:11][C:12]=1[O:13][CH3:14], predict the reactants needed to synthesize it. The reactants are: [C:1]([C:3]1[CH:4]=[C:5]([CH:20]=[C:21](C#N)[CH:22]=1)[O:6][C:7]1[C:8]([F:19])=[C:9]([CH2:15][C:16]([OH:18])=[O:17])[CH:10]=[CH:11][C:12]=1[O:13][CH3:14])#[N:2].C(C1C=C(C=C(C(F)F)C=1)OC1C(F)=C(CC(O)=O)C=CC=1OC)#N.CN1C2C(C(OC)=O)C(OC(C3C=CC(F)=CC=3)C3C=CC(F)=CC=3)CC1CC2.[Cl:79]C1C=C(C=C(O)C=1)C#N. (3) Given the product [CH3:1][C:2]1[S:6][C:5]([C:7]2[S:8][C:9]([C:12]([OH:14])=[O:13])=[CH:10][CH:11]=2)=[CH:4][CH:3]=1, predict the reactants needed to synthesize it. The reactants are: [CH3:1][C:2]1[S:6][C:5]([C:7]2[S:8][C:9]([C:12]([O:14]C)=[O:13])=[CH:10][CH:11]=2)=[CH:4][CH:3]=1.[Li+].[OH-].Cl. (4) The reactants are: [CH2:1]([C:5]1[CH:10]=[CH:9][C:8]([C:11]2[N:15]=[C:14]([C:16]3[CH:21]=[CH:20][C:19]([CH2:22][OH:23])=[CH:18][CH:17]=3)[O:13][N:12]=2)=[CH:7][CH:6]=1)[CH:2]([CH3:4])[CH3:3].CC(OI1(OC(C)=O)(OC(C)=O)OC(=O)C2C=CC=CC1=2)=O. Given the product [CH2:1]([C:5]1[CH:6]=[CH:7][C:8]([C:11]2[N:15]=[C:14]([C:16]3[CH:17]=[CH:18][C:19]([CH:22]=[O:23])=[CH:20][CH:21]=3)[O:13][N:12]=2)=[CH:9][CH:10]=1)[CH:2]([CH3:4])[CH3:3], predict the reactants needed to synthesize it. (5) The reactants are: C1(P(C2CCCCC2)C2C=CC=CC=2C2C(C(C)C)=CC(C(C)C)=CC=2C(C)C)CCCCC1.[CH3:35][O:36][C:37]1[CH:38]=[C:39]([C:43]2[CH:44]=[N:45][C:46]([N:50]3[CH2:55][CH2:54][O:53][CH2:52][CH2:51]3)=[CH:47][C:48]=2[NH2:49])[CH:40]=[N:41][CH:42]=1.Cl[C:57]1[C:66]2[C:61](=[C:62]([Cl:68])[C:63]([F:67])=[CH:64][CH:65]=2)[N:60]=[C:59]([C:69]2[CH:74]=[CH:73][CH:72]=[CH:71][N:70]=2)[C:58]=1[CH3:75].CC(C)([O-])C.[Na+]. Given the product [Cl:68][C:62]1[C:63]([F:67])=[CH:64][CH:65]=[C:66]2[C:61]=1[N:60]=[C:59]([C:69]1[CH:74]=[CH:73][CH:72]=[CH:71][N:70]=1)[C:58]([CH3:75])=[C:57]2[NH:49][C:48]1[CH:47]=[C:46]([N:50]2[CH2:55][CH2:54][O:53][CH2:52][CH2:51]2)[N:45]=[CH:44][C:43]=1[C:39]1[CH:40]=[N:41][CH:42]=[C:37]([O:36][CH3:35])[CH:38]=1, predict the reactants needed to synthesize it.